This data is from Catalyst prediction with 721,799 reactions and 888 catalyst types from USPTO. The task is: Predict which catalyst facilitates the given reaction. (1) Reactant: [Cl:1][C:2]1[CH:3]=[C:4]2[CH:10]=[C:9]([CH2:11]O)[N:8]([CH2:13][CH2:14][CH2:15][S:16]([CH2:19][CH3:20])(=[O:18])=[O:17])[C:5]2=[N:6][CH:7]=1.S(Cl)([Cl:23])=O. Product: [Cl:1][C:2]1[CH:3]=[C:4]2[CH:10]=[C:9]([CH2:11][Cl:23])[N:8]([CH2:13][CH2:14][CH2:15][S:16]([CH2:19][CH3:20])(=[O:18])=[O:17])[C:5]2=[N:6][CH:7]=1. The catalyst class is: 4. (2) Reactant: [C:1]1(B(O)O)[CH:6]=[CH:5][CH:4]=[CH:3][CH:2]=1.Br[C:11]1[CH:12]=[C:13]2[C:17](=[CH:18][CH:19]=1)[NH:16][CH:15]=[C:14]2[CH2:20][CH2:21][NH:22][C:23]([C:25]1[CH:29]=[C:28]([CH2:30][C:31]2[CH:36]=[C:35]([F:37])[CH:34]=[CH:33][C:32]=2[F:38])[O:27][N:26]=1)=[O:24].C(=O)([O-])[O-].[Na+].[Na+]. Product: [F:38][C:32]1[CH:33]=[CH:34][C:35]([F:37])=[CH:36][C:31]=1[CH2:30][C:28]1[O:27][N:26]=[C:25]([C:23]([NH:22][CH2:21][CH2:20][C:14]2[C:13]3[C:17](=[CH:18][CH:19]=[C:11]([C:1]4[CH:6]=[CH:5][CH:4]=[CH:3][CH:2]=4)[CH:12]=3)[NH:16][CH:15]=2)=[O:24])[CH:29]=1. The catalyst class is: 108.